From a dataset of Reaction yield outcomes from USPTO patents with 853,638 reactions. Predict the reaction yield, written as a fraction of the theoretical maximum amount of product (1.0 means a 100% yield; for example, 0.34 means a 34% yield). The reactants are [CH3:1][C:2]1[C:6]([CH2:7][N:8]2[CH2:12][CH:11]([C:13]3[CH:18]=[C:17]([F:19])[CH:16]=[C:15]([F:20])[C:14]=3[F:21])[CH2:10][C:9]2=[O:22])=[C:5]([CH3:23])[N:4](S(C2C=CC(C)=CC=2)(=O)=O)[N:3]=1.[F-].C([N+](CCCC)(CCCC)CCCC)CCC. The product is [CH3:1][C:2]1[C:6]([CH2:7][N:8]2[CH2:12][CH:11]([C:13]3[CH:18]=[C:17]([F:19])[CH:16]=[C:15]([F:20])[C:14]=3[F:21])[CH2:10][C:9]2=[O:22])=[C:5]([CH3:23])[NH:4][N:3]=1. The yield is 0.140. The catalyst is C1COCC1.